Dataset: Peptide-MHC class I binding affinity with 185,985 pairs from IEDB/IMGT. Task: Regression. Given a peptide amino acid sequence and an MHC pseudo amino acid sequence, predict their binding affinity value. This is MHC class I binding data. (1) The peptide sequence is FLADKKMTL. The MHC is HLA-A02:06 with pseudo-sequence HLA-A02:06. The binding affinity (normalized) is 0.851. (2) The peptide sequence is KSLYNTVATLY. The MHC is HLA-B15:17 with pseudo-sequence HLA-B15:17. The binding affinity (normalized) is 0.820. (3) The peptide sequence is ELDDLLVDL. The MHC is HLA-A02:03 with pseudo-sequence HLA-A02:03. The binding affinity (normalized) is 0.0627. (4) The peptide sequence is RAMDVYCHR. The MHC is HLA-A68:02 with pseudo-sequence HLA-A68:02. The binding affinity (normalized) is 0.0847.